Task: Predict the reaction yield, written as a fraction of the theoretical maximum amount of product (1.0 means a 100% yield; for example, 0.34 means a 34% yield).. Dataset: Reaction yield outcomes from USPTO patents with 853,638 reactions The reactants are [CH3:1][O:2][C:3]1[CH:4]=[C:5]2[C:9](=[CH:10][CH:11]=1)[NH:8][CH:7]=[CH:6]2.C([OH:14])C.C(O)(=O)C.[Br-:19].[Br-].[Br-].[NH+]1C=CC=CC=1.[NH+]1C=CC=CC=1.[NH+]1C=CC=CC=1. The catalyst is CC(O)(C)C.[Zn]. The product is [Br:19][C:4]1[C:3]([O:2][CH3:1])=[CH:11][CH:10]=[C:9]2[C:5]=1[CH2:6][C:7](=[O:14])[NH:8]2. The yield is 0.260.